From a dataset of Full USPTO retrosynthesis dataset with 1.9M reactions from patents (1976-2016). Predict the reactants needed to synthesize the given product. (1) Given the product [Cl:11][C:12]1[CH:19]=[C:18]([O:20][CH:21]([CH3:23])[CH3:22])[CH:17]=[CH:16][C:13]=1[CH2:14][Cl:9], predict the reactants needed to synthesize it. The reactants are: N1C=CC=CC=1.S(Cl)([Cl:9])=O.[Cl:11][C:12]1[CH:19]=[C:18]([O:20][CH:21]([CH3:23])[CH3:22])[CH:17]=[CH:16][C:13]=1[CH2:14]O.O. (2) Given the product [Cl:1][C:2]1[C:10]2[N:9]=[C:8]3[N:11]([C:29]([C:25]4[C:24]([CH3:32])=[CH:23][C:22]([CH3:21])=[CH:27][C:26]=4[CH3:28])=[O:30])[CH2:12][CH2:13][N:7]3[C:6]=2[C:5]([CH:14]([CH2:17][CH3:18])[CH2:15][CH3:16])=[CH:4][CH:3]=1, predict the reactants needed to synthesize it. The reactants are: [Cl:1][C:2]1[C:10]2[N:9]=[C:8]3[NH:11][CH2:12][CH2:13][N:7]3[C:6]=2[C:5]([CH:14]([CH2:17][CH3:18])[CH2:15][CH3:16])=[CH:4][CH:3]=1.[H-].[Na+].[CH3:21][C:22]1[CH:27]=[C:26]([CH3:28])[C:25]([C:29](C)=[O:30])=[C:24]([CH3:32])[CH:23]=1.